From a dataset of NCI-60 drug combinations with 297,098 pairs across 59 cell lines. Regression. Given two drug SMILES strings and cell line genomic features, predict the synergy score measuring deviation from expected non-interaction effect. (1) Drug 1: CN1C(=O)N2C=NC(=C2N=N1)C(=O)N. Drug 2: CCN(CC)CCCC(C)NC1=C2C=C(C=CC2=NC3=C1C=CC(=C3)Cl)OC. Cell line: SK-OV-3. Synergy scores: CSS=10.8, Synergy_ZIP=-5.97, Synergy_Bliss=-0.447, Synergy_Loewe=-7.85, Synergy_HSA=0.351. (2) Drug 2: CC1=C(C(=CC=C1)Cl)NC(=O)C2=CN=C(S2)NC3=CC(=NC(=N3)C)N4CCN(CC4)CCO. Cell line: IGROV1. Drug 1: CC1=C2C(C(=O)C3(C(CC4C(C3C(C(C2(C)C)(CC1OC(=O)C(C(C5=CC=CC=C5)NC(=O)C6=CC=CC=C6)O)O)OC(=O)C7=CC=CC=C7)(CO4)OC(=O)C)O)C)OC(=O)C. Synergy scores: CSS=27.6, Synergy_ZIP=2.71, Synergy_Bliss=2.28, Synergy_Loewe=-7.18, Synergy_HSA=6.02. (3) Drug 1: CCC(=C(C1=CC=CC=C1)C2=CC=C(C=C2)OCCN(C)C)C3=CC=CC=C3.C(C(=O)O)C(CC(=O)O)(C(=O)O)O. Drug 2: CC1=C(C=C(C=C1)NC(=O)C2=CC=C(C=C2)CN3CCN(CC3)C)NC4=NC=CC(=N4)C5=CN=CC=C5. Cell line: MALME-3M. Synergy scores: CSS=5.65, Synergy_ZIP=4.13, Synergy_Bliss=3.84, Synergy_Loewe=5.90, Synergy_HSA=2.84.